Dataset: Forward reaction prediction with 1.9M reactions from USPTO patents (1976-2016). Task: Predict the product of the given reaction. (1) The product is: [O:28]1[CH2:33][CH2:32][CH2:31][CH2:30][CH:29]1[O:34][C:35]1[CH:36]=[C:37]([C:41]23[CH2:48][CH2:47][C:44]([CH2:49][CH2:50][C:51]#[N:27])([CH2:45][CH2:46]2)[CH2:43][O:42]3)[CH:38]=[CH:39][CH:40]=1. Given the reactants O1CCCCC1OC1C=C(C23CCC(CCCCC#[N:27])(CC2)CO3)C=CC=1.[O:28]1[CH2:33][CH2:32][CH2:31][CH2:30][CH:29]1[O:34][C:35]1[CH:36]=[C:37]([C:41]23[CH2:48][CH2:47][C:44]([CH2:49][CH2:50][CH2:51]CO)([CH2:45][CH2:46]2)[CH2:43][O:42]3)[CH:38]=[CH:39][CH:40]=1.O1CCCCC1OC1C=C(C23CCC(CCO)(CC2)CO3)C=CC=1, predict the reaction product. (2) The product is: [Br:1][C:2]1[CH:3]=[C:4]2[C:9](=[CH:10][C:11]=1[O:12][CH3:13])[C:8]([C:20]#[N:21])=[N:7][C:6]([CH3:15])=[CH:5]2. Given the reactants [Br:1][C:2]1[CH:3]=[C:4]2[C:9](=[CH:10][C:11]=1[O:12][CH3:13])[CH:8]=[N+:7]([O-])[C:6]([CH3:15])=[CH:5]2.C[Si]([C:20]#[N:21])(C)C.CN(C)C(Cl)=O, predict the reaction product. (3) Given the reactants [N+:1]([C:4]1[CH:9]=[CH:8][CH:7]=[CH:6][C:5]=1[S:10](Cl)(=[O:12])=[O:11])([O-:3])=[O:2].[CH2:14]([NH2:16])[CH3:15].C([O-])([O-])=O.[Na+].[Na+].O, predict the reaction product. The product is: [CH2:14]([NH:16][S:10]([C:5]1[CH:6]=[CH:7][CH:8]=[CH:9][C:4]=1[N+:1]([O-:3])=[O:2])(=[O:12])=[O:11])[CH3:15]. (4) Given the reactants Br[CH2:2][C:3]1[N:8]=[C:7]([N:9]2[CH2:14][CH2:13][O:12][CH2:11][CH2:10]2)[CH:6]=[C:5]([Cl:15])[N:4]=1.C([O-])([O-])=O.[Cs+].[Cs+].[CH3:22][N:23]([CH3:27])[CH2:24][CH2:25][NH2:26].C(Cl)Cl, predict the reaction product. The product is: [Cl:15][C:5]1[CH:6]=[C:7]([N:9]2[CH2:14][CH2:13][O:12][CH2:11][CH2:10]2)[N:8]=[C:3]([CH2:2][NH:26][CH2:25][CH2:24][N:23]([CH3:27])[CH3:22])[N:4]=1.